From a dataset of Reaction yield outcomes from USPTO patents with 853,638 reactions. Predict the reaction yield, written as a fraction of the theoretical maximum amount of product (1.0 means a 100% yield; for example, 0.34 means a 34% yield). (1) The reactants are Cl[CH2:2][C:3]1[CH:8]=[CH:7][C:6]([C:9]2[S:17][C:16]3[C:11](=[N:12][CH:13]=[CH:14][C:15]=3[O:18][C:19]3[CH:24]=[CH:23][C:22]([N+:25]([O-:27])=[O:26])=[CH:21][C:20]=3[F:28])[CH:10]=2)=[CH:5][CH:4]=1.[NH:29]1[CH2:34][CH2:33][O:32][CH2:31][CH2:30]1. The catalyst is CN(C=O)C. The product is [F:28][C:20]1[CH:21]=[C:22]([N+:25]([O-:27])=[O:26])[CH:23]=[CH:24][C:19]=1[O:18][C:15]1[CH:14]=[CH:13][N:12]=[C:11]2[CH:10]=[C:9]([C:6]3[CH:7]=[CH:8][C:3]([CH2:2][N:29]4[CH2:34][CH2:33][O:32][CH2:31][CH2:30]4)=[CH:4][CH:5]=3)[S:17][C:16]=12. The yield is 0.940. (2) The catalyst is CN(C=O)C. The yield is 0.448. The product is [CH2:12]([O:15][C:16]1([CH3:45])[CH2:17][CH2:18][N:19]([C:22]2[N:27]3[N:28]=[C:29]([CH2:31][O:9][CH2:8][C:5]4[CH:6]=[CH:7][C:2]([F:1])=[CH:3][C:4]=4[CH:10]=[CH2:11])[CH:30]=[C:26]3[N:25]=[C:24]([CH3:33])[C:23]=2[C@H:34]([O:40][C:41]([CH3:44])([CH3:43])[CH3:42])[C:35]([O:37][CH2:38][CH3:39])=[O:36])[CH2:20][CH2:21]1)[CH:13]=[CH2:14]. The reactants are [F:1][C:2]1[CH:7]=[CH:6][C:5]([CH2:8][OH:9])=[C:4]([CH:10]=[CH2:11])[CH:3]=1.[CH2:12]([O:15][C:16]1([CH3:45])[CH2:21][CH2:20][N:19]([C:22]2[N:27]3[N:28]=[C:29]([CH2:31]I)[CH:30]=[C:26]3[N:25]=[C:24]([CH3:33])[C:23]=2[C@H:34]([O:40][C:41]([CH3:44])([CH3:43])[CH3:42])[C:35]([O:37][CH2:38][CH3:39])=[O:36])[CH2:18][CH2:17]1)[CH:13]=[CH2:14].[H-].[Na+]. (3) The catalyst is CO. The reactants are [CH3:1][O:2][C:3]1[CH:8]=[CH:7][C:6]([C:9]2([C:12]([OH:14])=[O:13])[CH2:11][CH2:10]2)=[CH:5][CH:4]=1.O.[C:16]1(C)C=CC(S(O)(=O)=O)=CC=1. The yield is 0.990. The product is [CH3:16][O:13][C:12]([C:9]1([C:6]2[CH:5]=[CH:4][C:3]([O:2][CH3:1])=[CH:8][CH:7]=2)[CH2:10][CH2:11]1)=[O:14]. (4) The reactants are [H-].[Na+].[CH3:3][O:4][C:5]1[CH:10]=[CH:9][C:8]([NH:11][C:12](=[O:21])[CH:13]=[CH:14][C:15]2[CH:20]=[CH:19][CH:18]=[CH:17][CH:16]=2)=[CH:7][CH:6]=1.[CH2:22](I)[CH3:23].[Cl-].[NH4+]. The catalyst is CN(C=O)C. The product is [CH2:22]([N:11]([C:8]1[CH:7]=[CH:6][C:5]([O:4][CH3:3])=[CH:10][CH:9]=1)[C:12](=[O:21])[CH:13]=[CH:14][C:15]1[CH:20]=[CH:19][CH:18]=[CH:17][CH:16]=1)[CH3:23]. The yield is 0.970. (5) The reactants are [NH:1]1[CH2:5][CH2:4][CH2:3][C@H:2]1[C:6]([OH:8])=[O:7].C([O-])([O-])=O.[Na+].[Na+].[CH2:15]([O:22][C:23](Cl)=[O:24])[C:16]1[CH:21]=[CH:20][CH:19]=[CH:18][CH:17]=1. The catalyst is O. The product is [CH2:15]([O:22][C:23]([N:1]1[CH2:5][CH2:4][CH2:3][C@H:2]1[C:6]([OH:8])=[O:7])=[O:24])[C:16]1[CH:21]=[CH:20][CH:19]=[CH:18][CH:17]=1. The yield is 0.840. (6) The reactants are [OH-].[Na+].[Br:3][C:4]1[CH:9]=[C:8]([F:10])[CH:7]=[CH:6][C:5]=1[S:11][CH2:12][C:13]([O:15]C)=[O:14].Cl. The catalyst is C1COCC1. The product is [Br:3][C:4]1[CH:9]=[C:8]([F:10])[CH:7]=[CH:6][C:5]=1[S:11][CH2:12][C:13]([OH:15])=[O:14]. The yield is 1.00. (7) The reactants are [H-].[Na+].[F:3][C:4]([F:40])([F:39])[C:5]1[CH:6]=[C:7]([CH:32]=[C:33]([C:35]([F:38])([F:37])[F:36])[CH:34]=1)[CH2:8][NH:9][CH:10]1[CH2:16][CH2:15][CH2:14][N:13]([C:17]([O:19][CH:20]([CH3:22])[CH3:21])=[O:18])[C:12]2[C:23]([CH3:31])=[C:24]([C:27]([F:30])([F:29])[F:28])[CH:25]=[CH:26][C:11]1=2.[CH3:41][N:42](C)C=O.N#CBr. The catalyst is CS(C)=O.C(OCC)(=O)C.O. The product is [F:40][C:4]([F:3])([F:39])[C:5]1[CH:6]=[C:7]([CH:32]=[C:33]([C:35]([F:36])([F:38])[F:37])[CH:34]=1)[CH2:8][N:9]([C:41]#[N:42])[CH:10]1[CH2:16][CH2:15][CH2:14][N:13]([C:17]([O:19][CH:20]([CH3:21])[CH3:22])=[O:18])[C:12]2[C:23]([CH3:31])=[C:24]([C:27]([F:28])([F:29])[F:30])[CH:25]=[CH:26][C:11]1=2. The yield is 0.400.